Regression. Given a peptide amino acid sequence and an MHC pseudo amino acid sequence, predict their binding affinity value. This is MHC class II binding data. From a dataset of Peptide-MHC class II binding affinity with 134,281 pairs from IEDB. (1) The peptide sequence is CGDGIFIFRDSDDWL. The MHC is HLA-DQA10303-DQB10402 with pseudo-sequence HLA-DQA10303-DQB10402. The binding affinity (normalized) is 0.585. (2) The peptide sequence is VVAVDIKEKGKDKWI. The MHC is HLA-DQA10102-DQB10602 with pseudo-sequence HLA-DQA10102-DQB10602. The binding affinity (normalized) is 0. (3) The peptide sequence is RQSGATIADVLAEKE. The MHC is DRB1_0404 with pseudo-sequence DRB1_0404. The binding affinity (normalized) is 0.201. (4) The peptide sequence is GELQIVNKIDAAFKI. The MHC is DRB3_0101 with pseudo-sequence DRB3_0101. The binding affinity (normalized) is 0.750. (5) The peptide sequence is AQQSKLAQRRVFHGV. The MHC is HLA-DQA10201-DQB10402 with pseudo-sequence HLA-DQA10201-DQB10402. The binding affinity (normalized) is 0.275. (6) The peptide sequence is GEDQIVDKIDAAFKI. The MHC is DRB1_0404 with pseudo-sequence DRB1_0404. The binding affinity (normalized) is 0.385. (7) The peptide sequence is ALFYKLDVVPID. The MHC is HLA-DPA10201-DPB11401 with pseudo-sequence HLA-DPA10201-DPB11401. The binding affinity (normalized) is 0.211. (8) The peptide sequence is IGRGRVSPGNGWMIK. The MHC is DRB1_0701 with pseudo-sequence DRB1_0701. The binding affinity (normalized) is 0.522. (9) The peptide sequence is IEGGSLFIVPRFHVV. The MHC is HLA-DPA10301-DPB10402 with pseudo-sequence HLA-DPA10301-DPB10402. The binding affinity (normalized) is 0.723. (10) The peptide sequence is DEARRMWASAQNISG. The MHC is DRB5_0101 with pseudo-sequence DRB5_0101. The binding affinity (normalized) is 0.353.